This data is from Full USPTO retrosynthesis dataset with 1.9M reactions from patents (1976-2016). The task is: Predict the reactants needed to synthesize the given product. (1) Given the product [CH3:91][C@@H:92]1[O:97][C@@H:96]([O:98][C@@H:99]2[C:104]3=[C:105]([OH:122])[C:106]4[C:118](=[O:119])[C:117]5[C:112](=[CH:113][CH:114]=[CH:115][C:116]=5[O:120][CH3:121])[C:110](=[O:111])[C:107]=4[C:108]([OH:109])=[C:103]3[CH2:102][C@@:101]([OH:127])([C:123]([CH2:125][OH:126])=[O:124])[CH2:100]2)[CH2:95][C@H:94]([NH2:128])[C@H:93]1[OH:129].[ClH:131].[CH3:91][C@@H:92]1[O:97][C@@H:96]([O:98][C@@H:99]2[C:104]3=[C:105]([OH:122])[C:106]4[C:118](=[O:119])[C:117]5[C:112](=[CH:113][CH:114]=[CH:115][C:116]=5[O:120][CH3:121])[C:110](=[O:111])[C:107]=4[C:108]([OH:109])=[C:103]3[CH2:102][C@@:101]([OH:127])([C:123]([CH2:125][OH:126])=[O:124])[CH2:100]2)[CH2:95][C@H:94]([NH2:128])[C@@H:93]1[OH:129].[ClH:131], predict the reactants needed to synthesize it. The reactants are: CCCCCCCC/C=C/CCCCCCCC(OCC(OC(CCCCCCC/C=C/CCCCCCCC)=O)COP(OCCNC(CCC(OCCOC)=O)=O)(O)=O)=O.CC(CCC[C@H]([C@@H]1[C@]2(C)[C@H]([C@H]3[C@H](CC2)[C@]2(C)C(C[C@H](CC2)O)=CC3)CC1)C)C.[CH3:91][C@@H:92]1[O:97][C@@H:96]([O:98][C@@H:99]2[C:104]3=[C:105]([OH:122])[C:106]4[C:118](=[O:119])[C:117]5[C:112](=[CH:113][CH:114]=[CH:115][C:116]=5[O:120][CH3:121])[C:110](=[O:111])[C:107]=4[C:108]([OH:109])=[C:103]3[CH2:102][C@@:101]([OH:127])([C:123]([CH2:125][OH:126])=[O:124])[CH2:100]2)[CH2:95][C@H:94]([NH2:128])[C@H:93]1[OH:129].C(Cl)(Cl)[Cl:131]. (2) Given the product [CH2:11]([C:15]1[CH:16]=[CH:17][C:18]([CH:21]([CH3:25])[C:22]([O:1][C:2]23[CH2:6][C:4]([NH:7][C:8](=[O:10])[CH3:9])([CH2:5]2)[CH2:3]3)=[O:23])=[CH:19][CH:20]=1)[CH:12]([CH3:14])[CH3:13], predict the reactants needed to synthesize it. The reactants are: [OH:1][C:2]12[CH2:6][C:4]([NH:7][C:8](=[O:10])[CH3:9])([CH2:5]1)[CH2:3]2.[CH2:11]([C:15]1[CH:20]=[CH:19][C:18]([CH:21]([CH3:25])[C:22](Cl)=[O:23])=[CH:17][CH:16]=1)[CH:12]([CH3:14])[CH3:13]. (3) Given the product [OH:7][CH2:8][C:9]([C:12]1[CH:16]=[C:15]([N:17]2[CH2:21][C@@:20]3([CH2:26][CH2:25][CH2:24][C@@:23]([CH2:28][N:29]4[C:33]5[CH:34]=[C:35]([C:38]#[N:39])[CH:36]=[CH:37][C:32]=5[N:31]=[CH:30]4)([CH3:27])[CH2:22]3)[O:19][C:18]2=[O:40])[O:14][N:13]=1)([CH3:11])[CH3:10], predict the reactants needed to synthesize it. The reactants are: C(=O)([O:7][CH2:8][C:9]([C:12]1[CH:16]=[C:15]([N:17]2[CH2:21][C@@:20]3([CH2:26][CH2:25][CH2:24][C@@:23]([CH2:28][N:29]4[C:33]5[CH:34]=[C:35]([C:38]#[N:39])[CH:36]=[CH:37][C:32]=5[N:31]=[CH:30]4)([CH3:27])[CH2:22]3)[O:19][C:18]2=[O:40])[O:14][N:13]=1)([CH3:11])[CH3:10])OC(C)(C)C.C([O-])([O-])=O.[K+].[K+].O.CO. (4) Given the product [CH2:15]([O:14][C:12]1[CH:11]=[C:10]2[C:5]([CH:6]=[CH:7][C:8](=[O:22])[NH:9]2)=[C:4]([C:1](=[O:3])[CH2:2][Cl:28])[CH:13]=1)[C:16]1[CH:21]=[CH:20][CH:19]=[CH:18][CH:17]=1, predict the reactants needed to synthesize it. The reactants are: [C:1]([C:4]1[CH:13]=[C:12]([O:14][CH2:15][C:16]2[CH:21]=[CH:20][CH:19]=[CH:18][CH:17]=2)[CH:11]=[C:10]2[C:5]=1[CH:6]=[CH:7][C:8](=[O:22])[NH:9]2)(=[O:3])[CH3:2].S(=O)(O)[O-].[Na+].[Cl:28]CCCl. (5) Given the product [Cl:1][C:2]1[CH:7]=[CH:6][C:5]([CH2:8][C:9]2[C:18]3[C:13](=[CH:14][CH:15]=[CH:16][CH:17]=3)[C:12](=[O:19])[N:11]([CH2:20][C@H:21]3[CH2:25][CH2:24][CH2:23][N:22]3[CH2:26][CH2:27][CH2:28][CH2:29][C:30]3[CH:31]=[CH:32][C:33]([O:36][CH2:38][CH2:39][CH2:40][Cl:41])=[CH:34][CH:35]=3)[N:10]=2)=[CH:4][CH:3]=1, predict the reactants needed to synthesize it. The reactants are: [Cl:1][C:2]1[CH:7]=[CH:6][C:5]([CH2:8][C:9]2[C:18]3[C:13](=[CH:14][CH:15]=[CH:16][CH:17]=3)[C:12](=[O:19])[N:11]([CH2:20][C@H:21]3[CH2:25][CH2:24][CH2:23][N:22]3[CH2:26][CH2:27][CH2:28][CH2:29][C:30]3[CH:35]=[CH:34][C:33]([OH:36])=[CH:32][CH:31]=3)[N:10]=2)=[CH:4][CH:3]=1.Br[CH2:38][CH2:39][CH2:40][Cl:41].C(=O)([O-])[O-].[K+].[K+]. (6) Given the product [CH2:1]([N:3]1[C:7]2=[N:8][C:9]([CH2:42][CH3:43])=[C:10]([CH2:19][NH:20][C:21](=[O:41])[CH2:22][C:23]([NH:25][CH2:26][C:27]3[CH:28]=[C:29]([C:33]4[CH:38]=[CH:37][CH:36]=[C:35]([CH2:39][N:49]5[CH2:48][CH2:47][NH:46][C@H:45]([CH3:44])[CH2:50]5)[CH:34]=4)[CH:30]=[CH:31][CH:32]=3)=[O:24])[C:11]([NH:12][CH:13]3[CH2:18][CH2:17][O:16][CH2:15][CH2:14]3)=[C:6]2[CH:5]=[N:4]1)[CH3:2], predict the reactants needed to synthesize it. The reactants are: [CH2:1]([N:3]1[C:7]2=[N:8][C:9]([CH2:42][CH3:43])=[C:10]([CH2:19][NH:20][C:21](=[O:41])[CH2:22][C:23]([NH:25][CH2:26][C:27]3[CH:28]=[C:29]([C:33]4[CH:38]=[CH:37][CH:36]=[C:35]([CH:39]=O)[CH:34]=4)[CH:30]=[CH:31][CH:32]=3)=[O:24])[C:11]([NH:12][CH:13]3[CH2:18][CH2:17][O:16][CH2:15][CH2:14]3)=[C:6]2[CH:5]=[N:4]1)[CH3:2].[CH3:44][C@@H:45]1[CH2:50][NH:49][CH2:48][CH2:47][N:46]1C(OC(C)(C)C)=O.[BH-](OC(C)=O)(OC(C)=O)OC(C)=O.[Na+].CC(O)=O.C(O)(C(F)(F)F)=O. (7) Given the product [CH2:52]([N:51]([CH3:50])[CH2:6][CH2:7][C:8]1[CH:13]=[CH:12][C:11]([NH:14][C:15]2[N:24]=[CH:23][C:22]3[CH2:21][CH:20]([C:25]4[CH:30]=[CH:29][C:28]([Cl:31])=[C:27]([Cl:32])[CH:26]=4)[C:19]4[CH:33]=[CH:34][CH:35]=[CH:36][C:18]=4[C:17]=3[N:16]=2)=[CH:10][CH:9]=1)[CH2:53][CH2:54][CH3:55], predict the reactants needed to synthesize it. The reactants are: CS(O[CH2:6][CH2:7][C:8]1[CH:13]=[CH:12][C:11]([NH:14][C:15]2[N:24]=[CH:23][C:22]3[CH2:21][CH:20]([C:25]4[CH:30]=[CH:29][C:28]([Cl:31])=[C:27]([Cl:32])[CH:26]=4)[C:19]4[CH:33]=[CH:34][CH:35]=[CH:36][C:18]=4[C:17]=3[N:16]=2)=[CH:10][CH:9]=1)(=O)=O.CS(OCCC1C=CC=CC=1)(=O)=O.[CH3:50][NH:51][CH2:52][CH2:53][CH2:54][CH3:55]. (8) Given the product [CH:27]1([CH2:30][NH:31][C:18]([C:15]2[S:14][C:13]([N:10]3[CH2:9][CH2:8][N:7]([C:5](=[O:6])[C:4]4[CH:21]=[CH:22][CH:23]=[CH:24][C:3]=4[C:2]([F:25])([F:1])[F:26])[CH2:12][CH2:11]3)=[N:17][CH:16]=2)=[O:20])[CH2:29][CH2:28]1, predict the reactants needed to synthesize it. The reactants are: [F:1][C:2]([F:26])([F:25])[C:3]1[CH:24]=[CH:23][CH:22]=[CH:21][C:4]=1[C:5]([N:7]1[CH2:12][CH2:11][N:10]([C:13]2[S:14][C:15]([C:18]([OH:20])=O)=[CH:16][N:17]=2)[CH2:9][CH2:8]1)=[O:6].[CH:27]1([CH2:30][NH2:31])[CH2:29][CH2:28]1.